This data is from Reaction yield outcomes from USPTO patents with 853,638 reactions. The task is: Predict the reaction yield, written as a fraction of the theoretical maximum amount of product (1.0 means a 100% yield; for example, 0.34 means a 34% yield). (1) The reactants are C1(C(C2C=CC=CC=2)[N:8]2[C:16]3[C:11](=[CH:12][CH:13]=[CH:14][CH:15]=3)[C@@:10]3([C:20]4=[CH:21][C:22]5[O:26][CH2:25][O:24][C:23]=5[CH:27]=[C:19]4[O:18][CH2:17]3)[C:9]2=[O:28])C=CC=CC=1.C([SiH](CC)CC)C. The catalyst is FC(F)(F)C(O)=O. The product is [NH:8]1[C:16]2[C:11](=[CH:12][CH:13]=[CH:14][CH:15]=2)[C@@:10]2([C:20]3=[CH:21][C:22]4[O:26][CH2:25][O:24][C:23]=4[CH:27]=[C:19]3[O:18][CH2:17]2)[C:9]1=[O:28]. The yield is 0.800. (2) The reactants are [F:1][C:2]1[CH:9]=[C:8]([OH:10])[C:7]([C:11]2(O)[C:19]3[C:14](=[CH:15][CH:16]=[CH:17][CH:18]=3)[N:13]([CH2:20][C:21]3[CH:26]=[CH:25][C:24]([O:27][CH3:28])=[CH:23][CH:22]=3)[C:12]2=[O:29])=[CH:6][C:3]=1[C:4]#[N:5].C([SiH](CC)CC)C.FC(F)(F)C(O)=O. No catalyst specified. The product is [F:1][C:2]1[CH:9]=[C:8]([OH:10])[C:7]([CH:11]2[C:19]3[C:14](=[CH:15][CH:16]=[CH:17][CH:18]=3)[N:13]([CH2:20][C:21]3[CH:22]=[CH:23][C:24]([O:27][CH3:28])=[CH:25][CH:26]=3)[C:12]2=[O:29])=[CH:6][C:3]=1[C:4]#[N:5]. The yield is 0.900.